From a dataset of Full USPTO retrosynthesis dataset with 1.9M reactions from patents (1976-2016). Predict the reactants needed to synthesize the given product. (1) Given the product [CH2:1]([N@+:8]1([O-:16])[CH2:9][C@H:10]([OH:15])[CH2:11][CH2:12][C@H:13]1[CH3:14])[C:2]1[CH:7]=[CH:6][CH:5]=[CH:4][CH:3]=1, predict the reactants needed to synthesize it. The reactants are: [CH2:1]([N:8]([OH:16])[CH2:9][C@H:10]([OH:15])[CH2:11][CH2:12][CH:13]=[CH2:14])[C:2]1[CH:7]=[CH:6][CH:5]=[CH:4][CH:3]=1. (2) Given the product [N:26]1([C:25]2[C:20]([C:9]3[CH:10]=[C:11]4[CH:17]=[CH:16][NH:15][C:12]4=[N:13][CH:14]=3)=[N:21][CH:22]=[CH:23][N:24]=2)[CH2:30][CH2:29][CH2:28][CH2:27]1, predict the reactants needed to synthesize it. The reactants are: CC1(C)C(C)(C)OB([C:9]2[CH:10]=[C:11]3[CH:17]=[CH:16][NH:15][C:12]3=[N:13][CH:14]=2)O1.Cl[C:20]1[C:25]([N:26]2[CH2:30][CH2:29][CH2:28][CH2:27]2)=[N:24][CH:23]=[CH:22][N:21]=1.C([O-])([O-])=O.[Cs+].[Cs+]. (3) Given the product [CH2:12]([O:14][C:15](=[O:20])[CH2:16][C:17]1[NH:1][C:2]2[C:3](=[N:4][CH:5]=[CH:6][CH:7]=2)[S:8](=[O:10])(=[O:9])[N:11]=1)[CH3:13], predict the reactants needed to synthesize it. The reactants are: [NH2:1][C:2]1[C:3]([S:8]([NH2:11])(=[O:10])=[O:9])=[N:4][CH:5]=[CH:6][CH:7]=1.[CH2:12]([O:14][C:15](=[O:20])[CH2:16][C:17](Cl)=O)[CH3:13]. (4) Given the product [CH3:19][C:18]1([CH3:20])[O:17][C:16](=[O:21])[NH:15][C:14]2[CH:22]=[CH:23][C:11]([C:7]3[CH:6]=[C:5]([C:3]#[C:4][C:30]#[N:32])[CH:10]=[CH:9][CH:8]=3)=[CH:12][C:13]1=2, predict the reactants needed to synthesize it. The reactants are: [I-].[Na+].[C:3]([C:5]1[CH:6]=[C:7]([C:11]2[CH:23]=[CH:22][C:14]3[NH:15][C:16](=[O:21])[O:17][C:18]([CH3:20])([CH3:19])[C:13]=3[CH:12]=2)[CH:8]=[CH:9][CH:10]=1)#[CH:4].Cl[Si](C)(C)C.Cl.[C:30](#[N:32])C. (5) Given the product [O:26]=[C:9]1[C:10]2([CH2:15][CH2:14][CH2:13][N:12]2[C:16]([O:18][CH2:19][C:20]2[CH:25]=[CH:24][CH:23]=[CH:22][CH:21]=2)=[O:17])[CH2:11][NH:8]1, predict the reactants needed to synthesize it. The reactants are: COC1C=CC(C[N:8]2[CH2:11][C:10]3([CH2:15][CH2:14][CH2:13][N:12]3[C:16]([O:18][CH2:19][C:20]3[CH:25]=[CH:24][CH:23]=[CH:22][CH:21]=3)=[O:17])[C:9]2=[O:26])=CC=1.O=[N+]([O-])[O-].[O-][N+](=O)[O-].[O-][N+](=O)[O-].[O-][N+](=O)[O-].[O-][N+](=O)[O-].[O-][N+](=O)[O-].[Ce+4].[NH4+].[NH4+]. (6) Given the product [CH:1]1([NH:6][CH2:9][CH2:8][C:7]#[N:10])[CH2:5][CH2:4][CH2:3][CH2:2]1, predict the reactants needed to synthesize it. The reactants are: [CH:1]1([NH2:6])[CH2:5][CH2:4][CH2:3][CH2:2]1.[C:7](#[N:10])[CH:8]=[CH2:9]. (7) Given the product [F:3][C:4]1[CH:5]=[C:6]([C:12]2[S:13][C:14]3[CH2:15][N:16]([C:21](=[O:23])[CH3:22])[CH2:17][CH2:18][C:19]=3[N:20]=2)[CH:7]=[CH:8][C:9]=1[OH:10], predict the reactants needed to synthesize it. The reactants are: [I-].[Li+].[F:3][C:4]1[CH:5]=[C:6]([C:12]2[S:13][C:14]3[CH2:15][N:16]([C:21](=[O:23])[CH3:22])[CH2:17][CH2:18][C:19]=3[N:20]=2)[CH:7]=[CH:8][C:9]=1[O:10]C. (8) Given the product [O:1]1[CH2:5][CH2:4][O:3][CH:2]1[C:6]1[O:7][C:8]2[CH:14]=[CH:13][CH:12]=[CH:11][C:9]=2[C:10]=1[CH:18]=[O:19], predict the reactants needed to synthesize it. The reactants are: [O:1]1[CH2:5][CH2:4][O:3][CH:2]1[C:6]1[O:7][C:8]2[CH:14]=[CH:13][CH:12]=[CH:11][C:9]=2[CH:10]=1.CN([CH:18]=[O:19])C.O.O.C(O)(=O)C(O)=O. (9) Given the product [F:4][C:2]([C:5]1[O:9][C:8]([CH2:10][N:11]2[CH:15]=[C:14]([NH:16][C:28]([C:24]3[N:25]=[CH:26][O:27][C:23]=3[C:19]3[CH:18]=[C:17]([CH3:31])[CH:22]=[CH:21][CH:20]=3)=[O:29])[CH:13]=[N:12]2)=[CH:7][CH:6]=1)([F:1])[CH3:3], predict the reactants needed to synthesize it. The reactants are: [F:1][C:2]([C:5]1[O:9][C:8]([CH2:10][N:11]2[CH:15]=[C:14]([NH2:16])[CH:13]=[N:12]2)=[CH:7][CH:6]=1)([F:4])[CH3:3].[C:17]1([CH3:31])[CH:22]=[CH:21][CH:20]=[C:19]([C:23]2[O:27][CH:26]=[N:25][C:24]=2[C:28](O)=[O:29])[CH:18]=1.